Task: Predict the reactants needed to synthesize the given product.. Dataset: Full USPTO retrosynthesis dataset with 1.9M reactions from patents (1976-2016) (1) Given the product [Cl:11][C:8]1[CH:9]=[C:10]2[C:5](=[CH:6][CH:7]=1)[N:4]([CH:12]([CH3:16])[C:13]([NH2:15])=[O:14])[C:3](=[O:17])[CH2:2]2, predict the reactants needed to synthesize it. The reactants are: Br[C:2]1(Br)[C:10]2[C:5](=[CH:6][CH:7]=[C:8]([Cl:11])[CH:9]=2)[N:4]([CH:12]([CH3:16])[C:13]([NH2:15])=[O:14])[C:3]1=[O:17]. (2) Given the product [CH3:1][C:2]1[CH:7]=[CH:6][CH:5]=[CH:4][C:3]=1[O:8][C:17]1[C:26]2[C:25](=[O:27])[N:24]([CH2:28][C:29]3[CH:30]=[CH:31][C:32]([O:35][CH3:36])=[CH:33][CH:34]=3)[C:23](=[O:37])[N:22]([C:38]3[CH:43]=[CH:42][C:41]([I:44])=[CH:40][C:39]=3[F:45])[C:21]=2[N:20]([CH3:46])[C:19](=[O:47])[CH:18]=1, predict the reactants needed to synthesize it. The reactants are: [CH3:1][C:2]1[CH:7]=[CH:6][CH:5]=[CH:4][C:3]=1[OH:8].[H-].[Na+].FC(F)(F)S(O[C:17]1[C:26]2[C:25](=[O:27])[N:24]([CH2:28][C:29]3[CH:34]=[CH:33][C:32]([O:35][CH3:36])=[CH:31][CH:30]=3)[C:23](=[O:37])[N:22]([C:38]3[CH:43]=[CH:42][C:41]([I:44])=[CH:40][C:39]=3[F:45])[C:21]=2[N:20]([CH3:46])[C:19](=[O:47])[CH:18]=1)(=O)=O. (3) The reactants are: [CH3:1][N:2]1C[CH2:6][O:5][CH2:4][CH2:3]1.[F:8][C:9]([F:35])([F:34])[C:10]1[N:14]2[N:15]=[C:16]([N:19]3[CH2:24][CH2:23][CH:22]([C:25]4[CH:33]=[CH:32][C:28]([C:29](O)=[O:30])=[CH:27][CH:26]=4)[CH2:21][CH2:20]3)[CH:17]=[CH:18][C:13]2=[N:12][N:11]=1.ClC1N=C(OC)N=C(OC)N=1.COCCNC. Given the product [CH3:6][O:5][CH2:4][CH2:3][N:2]([CH3:1])[C:29](=[O:30])[C:28]1[CH:32]=[CH:33][C:25]([CH:22]2[CH2:21][CH2:20][N:19]([C:16]3[CH:17]=[CH:18][C:13]4[N:14]([C:10]([C:9]([F:34])([F:8])[F:35])=[N:11][N:12]=4)[N:15]=3)[CH2:24][CH2:23]2)=[CH:26][CH:27]=1, predict the reactants needed to synthesize it. (4) Given the product [CH3:20][C:19]1[C:14]([CH:10]2[CH2:11][CH2:12][CH2:13][CH:8]([C:3]3[C:2]([CH3:1])=[CH:7][CH:6]=[CH:5][N:4]=3)[N:9]2[CH2:21][C:22]2[CH:27]=[CH:26][CH:25]=[CH:24][C:23]=2[C:28](=[O:29])[CH3:33])=[N:15][CH:16]=[CH:17][CH:18]=1, predict the reactants needed to synthesize it. The reactants are: [CH3:1][C:2]1[C:3]([CH:8]2[CH2:13][CH2:12][CH2:11][CH:10]([C:14]3[C:19]([CH3:20])=[CH:18][CH:17]=[CH:16][N:15]=3)[N:9]2[CH2:21][C:22]2[CH:27]=[CH:26][CH:25]=[CH:24][C:23]=2[C:28]2([CH3:33])OCC[O:29]2)=[N:4][CH:5]=[CH:6][CH:7]=1.Cl.